Dataset: Peptide-MHC class I binding affinity with 185,985 pairs from IEDB/IMGT. Task: Regression. Given a peptide amino acid sequence and an MHC pseudo amino acid sequence, predict their binding affinity value. This is MHC class I binding data. (1) The peptide sequence is GSSDFQVHFLK. The MHC is HLA-C14:02 with pseudo-sequence HLA-C14:02. The binding affinity (normalized) is 0.0847. (2) The MHC is HLA-B58:01 with pseudo-sequence HLA-B58:01. The binding affinity (normalized) is 0.669. The peptide sequence is VSARIAALF. (3) The peptide sequence is KKCCYHCQFCF. The MHC is Mamu-B17 with pseudo-sequence Mamu-B17. The binding affinity (normalized) is 0.243.